Dataset: Catalyst prediction with 721,799 reactions and 888 catalyst types from USPTO. Task: Predict which catalyst facilitates the given reaction. (1) Reactant: [C:1]1([OH:7])[CH:6]=[CH:5][CH:4]=[CH:3][CH:2]=1.[OH-].[Na+:9].[OH-].[K+:11]. Product: [O-:7][C:1]1[CH:6]=[CH:5][CH:4]=[CH:3][CH:2]=1.[Na+:9].[O-:7][C:1]1[CH:6]=[CH:5][CH:4]=[CH:3][CH:2]=1.[K+:11]. The catalyst class is: 262. (2) Reactant: Br[C:2]1[C:7]2[S:8][C:9]([C:11]3[C:16]([Cl:17])=[CH:15][CH:14]=[CH:13][C:12]=3[Cl:18])=[N:10][C:6]=2[CH:5]=[CH:4][N:3]=1.[NH:19]1[CH:23]=[C:22]([NH2:24])[CH:21]=[N:20]1.CC1(C)C2C(=C(P(C3C=CC=CC=3)C3C=CC=CC=3)C=CC=2)OC2C(P(C3C=CC=CC=3)C3C=CC=CC=3)=CC=CC1=2.C([O-])([O-])=O.[Cs+].[Cs+]. Product: [Cl:18][C:12]1[CH:13]=[CH:14][CH:15]=[C:16]([Cl:17])[C:11]=1[C:9]1[S:8][C:7]2[C:2]([NH:24][C:22]3[CH:23]=[N:19][NH:20][CH:21]=3)=[N:3][CH:4]=[CH:5][C:6]=2[N:10]=1. The catalyst class is: 62. (3) Product: [CH2:1]([C@H:7]1[CH2:11][C@@H:10]([CH3:12])[O:9][C:8]1=[O:13])[CH2:2][CH2:3][CH2:4][CH2:5][CH3:6]. The catalyst class is: 43. Reactant: [CH:1](=[C:7]1[CH2:11][CH:10]([CH3:12])[O:9][C:8]1=[O:13])[CH2:2][CH2:3][CH2:4][CH2:5][CH3:6].C(O)C. (4) Reactant: C([O:3][C:4](=[O:27])[CH:5]([CH:11]([C:21]1[CH:26]=[CH:25][CH:24]=[CH:23][CH:22]=1)[C:12]1[C:16]2[CH:17]=[N:18][CH:19]=[CH:20][C:15]=2[NH:14][CH:13]=1)[C:6]([O:8]CC)=[O:7])C.[OH-].[Na+]. Product: [C:21]1([CH:11]([C:12]2[C:16]3[CH:17]=[N:18][CH:19]=[CH:20][C:15]=3[NH:14][CH:13]=2)[CH:5]([C:4]([OH:27])=[O:3])[C:6]([OH:8])=[O:7])[CH:26]=[CH:25][CH:24]=[CH:23][CH:22]=1. The catalyst class is: 14. (5) The catalyst class is: 172. Reactant: [CH3:1][O:2][C:3]1[CH:4]=[C:5]([NH:11][C:12]2[N:17]=[C:16]([N:18]3[C:22]([CH3:23])=[CH:21][C:20]([C:24]([F:27])([F:26])[F:25])=[N:19]3)[C:15]([C:28]3[CH:29]=[C:30]([C:36](O)=[O:37])[C:31]([O:34][CH3:35])=[N:32][CH:33]=3)=[CH:14][N:13]=2)[CH:6]=[C:7]([O:9][CH3:10])[CH:8]=1.[CH3:39][CH:40]([S:42]([NH2:45])(=[O:44])=[O:43])[CH3:41].C(N(CC)CC)C.[I-].ClC1C=CC=C[N+]=1C. Product: [CH3:1][O:2][C:3]1[CH:4]=[C:5]([NH:11][C:12]2[N:17]=[C:16]([N:18]3[C:22]([CH3:23])=[CH:21][C:20]([C:24]([F:25])([F:27])[F:26])=[N:19]3)[C:15]([C:28]3[CH:29]=[C:30]([C:36]([NH:45][S:42]([CH:40]([CH3:41])[CH3:39])(=[O:44])=[O:43])=[O:37])[C:31]([O:34][CH3:35])=[N:32][CH:33]=3)=[CH:14][N:13]=2)[CH:6]=[C:7]([O:9][CH3:10])[CH:8]=1. (6) Reactant: Br[C:2]1[CH:10]=[C:9]([C:11]([F:14])([F:13])[F:12])[CH:8]=[C:7]2[C:3]=1[CH:4]=[N:5][NH:6]2.[B:15]1([B:15]2[O:19][C:18]([CH3:21])([CH3:20])[C:17]([CH3:23])([CH3:22])[O:16]2)[O:19][C:18]([CH3:21])([CH3:20])[C:17]([CH3:23])([CH3:22])[O:16]1.C([O-])(=O)C.[K+].[Br-]. Product: [CH3:22][C:17]1([CH3:23])[C:18]([CH3:21])([CH3:20])[O:19][B:15]([C:2]2[CH:10]=[C:9]([C:11]([F:14])([F:13])[F:12])[CH:8]=[C:7]3[C:3]=2[CH:4]=[N:5][NH:6]3)[O:16]1. The catalyst class is: 418.